This data is from Reaction yield outcomes from USPTO patents with 853,638 reactions. The task is: Predict the reaction yield, written as a fraction of the theoretical maximum amount of product (1.0 means a 100% yield; for example, 0.34 means a 34% yield). (1) The reactants are [O:1]1[C:5]2[CH:6]=[CH:7][CH:8]=[CH:9][C:4]=2[CH:3]=[C:2]1[C:10]1[C:18]2[C:13](=[CH:14][CH:15]=[C:16]([C:19]([OH:21])=O)[CH:17]=2)[N:12](C2CCCCO2)[N:11]=1.F[P-](F)(F)(F)(F)F.N1(OC(N(C)C)=[N+](C)C)C2C=CC=CC=2N=N1.[CH3:52][N:53]([CH3:57])[CH2:54][CH2:55][NH2:56]. No catalyst specified. The product is [O:1]1[C:5]2[CH:6]=[CH:7][CH:8]=[CH:9][C:4]=2[CH:3]=[C:2]1[C:10]1[C:18]2[C:13](=[CH:14][CH:15]=[C:16]([C:19]([NH:56][CH2:55][CH2:54][N:53]([CH3:57])[CH3:52])=[O:21])[CH:17]=2)[NH:12][N:11]=1. The yield is 0.370. (2) The reactants are [NH:1]1[CH:5]=[C:4]([C:6]2[C:7]3[CH:14]=[CH:13][N:12]([CH2:15][O:16][CH2:17][CH2:18][Si:19]([CH3:22])([CH3:21])[CH3:20])[C:8]=3[N:9]=[CH:10][N:11]=2)[CH:3]=[N:2]1.C(#N)C.[N:26]1([C:32]2[CH:33]=[C:34]([CH:38]=[CH:39][C:40]#[N:41])[CH:35]=[N:36][CH:37]=2)[CH2:31][CH2:30][O:29][CH2:28][CH2:27]1.C1CCN2C(=NCCC2)CC1. No catalyst specified. The product is [N:26]1([C:32]2[CH:33]=[C:34]([CH:38]([N:1]3[CH:5]=[C:4]([C:6]4[C:7]5[CH:14]=[CH:13][N:12]([CH2:15][O:16][CH2:17][CH2:18][Si:19]([CH3:22])([CH3:21])[CH3:20])[C:8]=5[N:9]=[CH:10][N:11]=4)[CH:3]=[N:2]3)[CH2:39][C:40]#[N:41])[CH:35]=[N:36][CH:37]=2)[CH2:31][CH2:30][O:29][CH2:28][CH2:27]1. The yield is 1.00. (3) The reactants are [K+].[Cl:2][C:3]1[N:7]([CH2:8][O:9][CH2:10][CH2:11][Si:12]([CH3:15])([CH3:14])[CH3:13])[N:6]=[C:5]([C:16]([O-:18])=O)[N:4]=1.CC[N:21]([CH:25]([CH3:27])C)[CH:22]([CH3:24])C.FC(F)(F)[C:30]([OH:32])=[O:31].[C:35]1([C:41]2[CH:46]=[C:45]([CH:47]3CCNCC3)[CH:44]=[CH:43][C:42]=2[NH:53]C(C2NC=C(C#N)N=2)=O)[CH2:40][CH2:39][CH2:38][CH2:37][CH:36]=1.C1CN([P+](Br)(N2[CH2:78][CH2:77][CH2:76]C2)N2CCCC2)CC1.F[P-](F)(F)(F)(F)F.[CH2:87](Cl)Cl. No catalyst specified. The product is [C:77]([O:32][C:30]([N:21]1[CH2:22][CH2:24][CH:47]([C:45]2[CH:44]=[CH:43][C:42]([NH:53][C:16]([C:5]3[N:4]=[C:3]([Cl:2])[N:7]([CH2:8][O:9][CH2:10][CH2:11][Si:12]([CH3:13])([CH3:14])[CH3:15])[N:6]=3)=[O:18])=[C:41]([C:35]3[CH2:40][CH2:39][CH2:38][CH2:37][CH:36]=3)[CH:46]=2)[CH2:27][CH2:25]1)=[O:31])([CH3:76])([CH3:78])[CH3:87]. The yield is 0.850. (4) The reactants are C[O:2][CH:3]=[CH:4][CH:5]1[CH2:10][CH2:9][CH2:8][N:7]([C:11]([O:13][C:14]([CH3:17])([CH3:16])[CH3:15])=[O:12])[CH2:6]1. The catalyst is C(O)=O. The product is [O:2]=[CH:3][CH2:4][CH:5]1[CH2:10][CH2:9][CH2:8][N:7]([C:11]([O:13][C:14]([CH3:17])([CH3:16])[CH3:15])=[O:12])[CH2:6]1. The yield is 0.600. (5) The reactants are [OH:1][C:2]1[CH:9]=[CH:8][CH:7]=[C:6]([OH:10])[C:3]=1[CH:4]=[O:5].C(OCC)(OCC)[O:12][CH2:13][CH3:14].C(O)CO. The catalyst is CCO.CCOC(C)=O.[Br-].[Br-].[Br-].C([N+](CCCC)(CCCC)CCCC)CCC.C([N+](CCCC)(CCCC)CCCC)CCC.C([N+](CCCC)(CCCC)CCCC)CCC. The product is [O:5]1[CH2:14][CH2:13][O:12][CH:4]1[C:3]1[C:2]([OH:1])=[CH:9][CH:8]=[CH:7][C:6]=1[OH:10]. The yield is 0.300. (6) The reactants are [F:1][C:2]1[CH:7]=[C:6]([N+:8]([O-])=O)[CH:5]=[CH:4][C:3]=1[N:11]1[CH2:16][CH2:15][O:14][CH2:13][CH2:12]1. The catalyst is C1COCC1.[Pd]. The product is [F:1][C:2]1[CH:7]=[C:6]([CH:5]=[CH:4][C:3]=1[N:11]1[CH2:16][CH2:15][O:14][CH2:13][CH2:12]1)[NH2:8]. The yield is 0.890. (7) The reactants are [C:1]([O:4][CH2:5][C:6]1[C:11]([N:12]2[CH2:24][CH2:23][N:15]3[C:16]4[CH2:17][CH2:18][CH2:19][CH2:20][C:21]=4[CH:22]=[C:14]3[C:13]2=[O:25])=[CH:10][C:9]([F:26])=[CH:8][C:7]=1B1OC(C)(C)C(C)(C)O1)(=[O:3])[CH3:2].Br[C:37]1[N:38]=[C:39]([NH:45][C:46]2[CH:51]=[CH:50][C:49]([CH:52]3[CH2:57][CH2:56][N:55]([CH:58]4[CH2:61][O:60][CH2:59]4)[CH2:54][CH2:53]3)=[CH:48][CH:47]=2)[C:40](=[O:44])[N:41]([CH3:43])[CH:42]=1.C(=O)([O-])[O-].[Na+].[Na+].COCCOC. The catalyst is C1C=CC([P]([Pd]([P](C2C=CC=CC=2)(C2C=CC=CC=2)C2C=CC=CC=2)([P](C2C=CC=CC=2)(C2C=CC=CC=2)C2C=CC=CC=2)[P](C2C=CC=CC=2)(C2C=CC=CC=2)C2C=CC=CC=2)(C2C=CC=CC=2)C2C=CC=CC=2)=CC=1.C(Cl)Cl.C(OCC)C.CO. The product is [C:1]([O:4][CH2:5][C:6]1[C:11]([N:12]2[CH2:24][CH2:23][N:15]3[C:16]4[CH2:17][CH2:18][CH2:19][CH2:20][C:21]=4[CH:22]=[C:14]3[C:13]2=[O:25])=[CH:10][C:9]([F:26])=[CH:8][C:7]=1[C:37]1[N:38]=[C:39]([NH:45][C:46]2[CH:51]=[CH:50][C:49]([CH:52]3[CH2:53][CH2:54][N:55]([CH:58]4[CH2:61][O:60][CH2:59]4)[CH2:56][CH2:57]3)=[CH:48][CH:47]=2)[C:40](=[O:44])[N:41]([CH3:43])[CH:42]=1)(=[O:3])[CH3:2]. The yield is 0.620. (8) The reactants are [CH:1]1([C:4]2[NH:8][C:7]3[C:9]([C:14]([OH:16])=O)=[CH:10][CH:11]=[C:12]([OH:13])[C:6]=3[N:5]=2)[CH2:3][CH2:2]1.[NH2:17][CH2:18][CH:19]1[CH2:24][CH2:23][CH2:22][CH2:21][N:20]1C(OC(C)(C)C)=O. No catalyst specified. The product is [CH:1]1([C:4]2[NH:8][C:7]3[C:9]([C:14]([NH:17][CH2:18][CH:19]4[CH2:24][CH2:23][CH2:22][CH2:21][NH:20]4)=[O:16])=[CH:10][CH:11]=[C:12]([OH:13])[C:6]=3[N:5]=2)[CH2:2][CH2:3]1. The yield is 0.170. (9) The yield is 0.780. The catalyst is CN(C)C=O.O. The reactants are [H-].[Na+].[Cl:3][C:4]1[C:12]2[N:11]=[C:10]3[N:13]([C:17]4[CH:22]=[CH:21][C:20]([Cl:23])=[CH:19][C:18]=4[C:24]([F:27])([F:26])[F:25])[CH2:14][CH2:15][CH2:16][N:9]3[C:8]=2[C:7]([CH:28]([OH:31])[CH2:29][CH3:30])=[CH:6][CH:5]=1.[CH3:32]I. The product is [Cl:3][C:4]1[C:12]2[N:11]=[C:10]3[N:13]([C:17]4[CH:22]=[CH:21][C:20]([Cl:23])=[CH:19][C:18]=4[C:24]([F:25])([F:27])[F:26])[CH2:14][CH2:15][CH2:16][N:9]3[C:8]=2[C:7]([CH:28]([O:31][CH3:32])[CH2:29][CH3:30])=[CH:6][CH:5]=1.